From a dataset of Forward reaction prediction with 1.9M reactions from USPTO patents (1976-2016). Predict the product of the given reaction. (1) Given the reactants Br[C:2]1[CH:6]=[N:5][N:4]2[CH2:7][CH2:8][CH2:9][C:3]=12.C([Li])CCC.C(O[B:19]([O:24][CH:25]([CH3:27])[CH3:26])[O:20][CH:21]([CH3:23])[CH3:22])(C)C.OC(C(O)(C)C)(C)C.C(O)(=O)C, predict the reaction product. The product is: [CH3:27][C:25]1([CH3:26])[C:21]([CH3:22])([CH3:23])[O:20][B:19]([C:2]2[CH:6]=[N:5][N:4]3[CH2:7][CH2:8][CH2:9][C:3]=23)[O:24]1. (2) Given the reactants [N:1]([CH:4]1[CH2:10][CH2:9][CH:8]([C:11]2[N:12]([CH3:19])[N:13]=[CH:14][C:15]=2[N+:16]([O-:18])=[O:17])[O:7][CH2:6][CH:5]1O)=[N+:2]=[N-:3].COCCN(S(F)(F)[F:31])CCOC.C([O-])(O)=O.[Na+], predict the reaction product. The product is: [N:1]([CH:4]1[CH:5]([F:31])[CH2:6][O:7][CH:8]([C:11]2[N:12]([CH3:19])[N:13]=[CH:14][C:15]=2[N+:16]([O-:18])=[O:17])[CH2:9][CH2:10]1)=[N+:2]=[N-:3]. (3) Given the reactants [NH2:1][C:2]1[C:7]([C:8]([O:10]C)=[O:9])=[C:6]([CH3:12])[C:5]([CH2:13][NH2:14])=[CH:4][CH:3]=1.[C:15]([O:19][C:20](O[C:20]([O:19][C:15]([CH3:18])([CH3:17])[CH3:16])=[O:21])=[O:21])([CH3:18])([CH3:17])[CH3:16].Cl, predict the reaction product. The product is: [NH2:1][C:2]1[C:7]([C:8]([OH:10])=[O:9])=[C:6]([CH3:12])[C:5]([CH2:13][NH:14][C:20]([O:19][C:15]([CH3:18])([CH3:17])[CH3:16])=[O:21])=[CH:4][CH:3]=1. (4) Given the reactants [CH3:1][N:2]1[CH2:7][CH2:6][N:5]([CH2:8][C:9]2[CH:10]=[CH:11][C:12]3[N:16]=[CH:15][N:14]([C:17]4[S:21][C:20]([C:22]([O:24]C)=O)=[C:19]([O:26][C@@H:27]([C:29]5[CH:34]=[CH:33][CH:32]=[CH:31][C:30]=5[C:35]([F:38])([F:37])[F:36])[CH3:28])[CH:18]=4)[C:13]=3[CH:39]=2)[CH2:4][CH2:3]1.[NH3:40].CO, predict the reaction product. The product is: [CH3:1][N:2]1[CH2:7][CH2:6][N:5]([CH2:8][C:9]2[CH:10]=[CH:11][C:12]3[N:16]=[CH:15][N:14]([C:17]4[S:21][C:20]([C:22]([NH2:40])=[O:24])=[C:19]([O:26][C@@H:27]([C:29]5[CH:34]=[CH:33][CH:32]=[CH:31][C:30]=5[C:35]([F:38])([F:36])[F:37])[CH3:28])[CH:18]=4)[C:13]=3[CH:39]=2)[CH2:4][CH2:3]1. (5) Given the reactants B(Br)(Br)Br.C[O:6][C:7]1[C:16]([C:17]([O:19][CH3:20])=[O:18])=[CH:15][CH:14]=[CH:13][C:8]=1[C:9]([O:11][CH3:12])=[O:10], predict the reaction product. The product is: [OH:6][C:7]1[C:16]([C:17]([O:19][CH3:20])=[O:18])=[CH:15][CH:14]=[CH:13][C:8]=1[C:9]([O:11][CH3:12])=[O:10]. (6) Given the reactants [C:1](=[N:4][OH:5])([NH2:3])[CH3:2].C[O-].[Na+].Cl.CCO.CN1C2C(N=C(N)NC=2NCC1CNC1C=[CH:32][C:31]([C:34]([NH:36][CH:37](C(O)=O)[CH2:38][CH2:39]C(O)=O)=O)=CC=1)=O, predict the reaction product. The product is: [C:31]12([C:32]3[O:5][N:4]=[C:1]([CH3:2])[N:3]=3)[CH2:39][CH:38]1[CH2:37][NH:36][CH2:34]2. (7) The product is: [CH2:7]([O:9][C:10]1[CH:15]=[CH:14][C:13]([C:2]2[Te:3][CH:4]=[CH:5][CH:6]=2)=[C:12]([F:19])[C:11]=1[F:20])[CH3:8]. Given the reactants Br[C:2]1[Te:3][CH:4]=[CH:5][CH:6]=1.[CH2:7]([O:9][C:10]1[CH:15]=[CH:14][C:13](B(O)O)=[C:12]([F:19])[C:11]=1[F:20])[CH3:8].C(=O)([O-])[O-].[Na+].[Na+], predict the reaction product.